Dataset: Full USPTO retrosynthesis dataset with 1.9M reactions from patents (1976-2016). Task: Predict the reactants needed to synthesize the given product. Given the product [CH3:1][O:2][C:3](=[O:12])[C:4]1[CH:9]=[CH:8][CH:7]=[C:6]([CH2:10][N:16]([CH2:17][CH2:18][CH3:19])[CH2:13][CH2:14][CH3:15])[CH:5]=1, predict the reactants needed to synthesize it. The reactants are: [CH3:1][O:2][C:3](=[O:12])[C:4]1[CH:9]=[CH:8][CH:7]=[C:6]([CH2:10]Br)[CH:5]=1.[CH2:13]([NH:16][CH2:17][CH2:18][CH3:19])[CH2:14][CH3:15].